This data is from Peptide-MHC class I binding affinity with 185,985 pairs from IEDB/IMGT. The task is: Regression. Given a peptide amino acid sequence and an MHC pseudo amino acid sequence, predict their binding affinity value. This is MHC class I binding data. (1) The peptide sequence is IKKKDKNKW. The MHC is Mamu-B17 with pseudo-sequence Mamu-B17. The binding affinity (normalized) is 0. (2) The peptide sequence is AATIQTPTK. The MHC is HLA-A68:01 with pseudo-sequence HLA-A68:01. The binding affinity (normalized) is 0.314. (3) The binding affinity (normalized) is 0.213. The peptide sequence is SPRIKFLDL. The MHC is HLA-B35:01 with pseudo-sequence HLA-B35:01. (4) The peptide sequence is LFVAAAYIV. The MHC is HLA-B40:01 with pseudo-sequence HLA-B40:01. The binding affinity (normalized) is 0.0847.